From a dataset of Reaction yield outcomes from USPTO patents with 853,638 reactions. Predict the reaction yield, written as a fraction of the theoretical maximum amount of product (1.0 means a 100% yield; for example, 0.34 means a 34% yield). (1) The reactants are [Cl:1][C:2]1[N:7]=[C:6]([CH2:8][C:9]([C:11]2[C:12]([F:29])=[C:13]([NH:17][S:18]([C:21]3[C:26]([F:27])=[CH:25][CH:24]=[CH:23][C:22]=3[F:28])(=[O:20])=[O:19])[CH:14]=[CH:15][CH:16]=2)=O)[CH:5]=[CH:4][N:3]=1.C1C(=O)N(Br)C(=O)C1.[N:38]1([C:46](=[S:48])[NH2:47])[CH2:43][CH2:42][S:41](=[O:45])(=[O:44])[CH2:40][CH2:39]1. No catalyst specified. The product is [Cl:1][C:2]1[N:7]=[C:6]([C:8]2[S:48][C:46]([N:38]3[CH2:43][CH2:42][S:41](=[O:45])(=[O:44])[CH2:40][CH2:39]3)=[N:47][C:9]=2[C:11]2[C:12]([F:29])=[C:13]([NH:17][S:18]([C:21]3[C:26]([F:27])=[CH:25][CH:24]=[CH:23][C:22]=3[F:28])(=[O:20])=[O:19])[CH:14]=[CH:15][CH:16]=2)[CH:5]=[CH:4][N:3]=1. The yield is 0.900. (2) The reactants are [NH2:1][C:2]1[CH:7]=[CH:6][C:5]([CH:8]2[O:13][CH2:12][CH2:11][N:10]([C:14]([O:16][C:17]([CH3:20])([CH3:19])[CH3:18])=[O:15])[CH2:9]2)=[CH:4][C:3]=1[C:21]#[N:22].ClC(Cl)(O[C:27](=[O:33])OC(Cl)(Cl)Cl)Cl.C(=O)([O-])[O-].[Na+].[Na+].[NH2:41][C:42]1[CH:43]=[C:44]([CH:47]=[CH:48][CH:49]=1)[C:45]#[N:46]. The catalyst is ClCCl.O. The product is [C:17]([O:16][C:14]([N:10]1[CH2:11][CH2:12][O:13][CH:8]([C:5]2[CH:6]=[CH:7][C:2]([NH:1][C:27]([NH:41][C:42]3[CH:49]=[CH:48][CH:47]=[C:44]([C:45]#[N:46])[CH:43]=3)=[O:33])=[C:3]([C:21]#[N:22])[CH:4]=2)[CH2:9]1)=[O:15])([CH3:19])([CH3:18])[CH3:20]. The yield is 0.160.